This data is from Forward reaction prediction with 1.9M reactions from USPTO patents (1976-2016). The task is: Predict the product of the given reaction. (1) Given the reactants [F:1][C:2]1[CH:7]=[CH:6][CH:5]=[CH:4][C:3]=1[CH2:8][O:9][C:10]1[CH:15]=[CH:14][C:13]([C@@H:16]2[N:20]([C:21]([O:23][CH2:24][C:25]3[CH:30]=[CH:29][CH:28]=[CH:27][CH:26]=3)=[O:22])[C@:19]([CH2:35][OH:36])([C:31]([O:33][CH3:34])=[O:32])[CH2:18][CH2:17]2)=[CH:12][CH:11]=1.N1C=CN=C1.[Si:42](Cl)([C:45]([CH3:48])([CH3:47])[CH3:46])([CH3:44])[CH3:43], predict the reaction product. The product is: [CH3:46][C:45]([Si:42]([CH3:44])([CH3:43])[O:36][CH2:35][C@@:19]1([C:31]([O:33][CH3:34])=[O:32])[CH2:18][CH2:17][C@H:16]([C:13]2[CH:12]=[CH:11][C:10]([O:9][CH2:8][C:3]3[CH:4]=[CH:5][CH:6]=[CH:7][C:2]=3[F:1])=[CH:15][CH:14]=2)[N:20]1[C:21]([O:23][CH2:24][C:25]1[CH:30]=[CH:29][CH:28]=[CH:27][CH:26]=1)=[O:22])([CH3:48])[CH3:47]. (2) Given the reactants C([O:3][C:4]([C:6]1[CH:11]=[C:10]([CH2:12][CH3:13])[N:9]=[C:8]([S:14][CH3:15])[N:7]=1)=[O:5])C.Cl, predict the reaction product. The product is: [CH2:12]([C:10]1[N:9]=[C:8]([S:14][CH3:15])[N:7]=[C:6]([C:4]([OH:5])=[O:3])[CH:11]=1)[CH3:13]. (3) Given the reactants [CH:1]([O:4][C:5]1[CH:10]=[CH:9][CH:8]=[CH:7][C:6]=1[N:11]=[C:12]=[S:13])([CH3:3])[CH3:2].[NH3:14], predict the reaction product. The product is: [CH:1]([O:4][C:5]1[CH:10]=[CH:9][CH:8]=[CH:7][C:6]=1[NH:11][C:12]([NH2:14])=[S:13])([CH3:3])[CH3:2]. (4) The product is: [OH:28][CH:12]([C:10]1[CH:11]=[C:6]([C:4](=[O:5])[NH:36][CH2:35][C:34]2[CH:37]=[CH:38][CH:39]=[C:32]([C:31]([F:30])([F:40])[F:41])[CH:33]=2)[N:7]=[C:8]([CH3:29])[CH:9]=1)[CH2:13][CH2:14][C:15]1[CH:16]=[CH:17][C:18]([C:21]([OH:23])=[O:22])=[CH:19][CH:20]=1. Given the reactants C(O[C:4]([C:6]1[CH:11]=[C:10]([CH:12]([OH:28])[CH2:13][CH2:14][C:15]2[CH:20]=[CH:19][C:18]([C:21]([O:23]C(C)(C)C)=[O:22])=[CH:17][CH:16]=2)[CH:9]=[C:8]([CH3:29])[N:7]=1)=[O:5])C.[F:30][C:31]([F:41])([F:40])[C:32]1[CH:33]=[C:34]([CH:37]=[CH:38][CH:39]=1)[CH2:35][NH2:36], predict the reaction product. (5) The product is: [F:24][C:25]1[CH:33]=[CH:32][C:28]([C:29]([NH:23][C:10]2[S:11][C:12]([CH2:13][C:14]3[CH:19]=[CH:18][C:17]([N+:20]([O-:22])=[O:21])=[CH:16][CH:15]=3)=[C:8]([C:5]3[CH:4]=[CH:3][C:2]([F:1])=[CH:7][CH:6]=3)[N:9]=2)=[O:30])=[CH:27][CH:26]=1. Given the reactants [F:1][C:2]1[CH:7]=[CH:6][C:5]([C:8]2[N:9]=[C:10]([NH2:23])[S:11][C:12]=2[CH2:13][C:14]2[CH:19]=[CH:18][C:17]([N+:20]([O-:22])=[O:21])=[CH:16][CH:15]=2)=[CH:4][CH:3]=1.[F:24][C:25]1[CH:33]=[CH:32][C:28]([C:29](Cl)=[O:30])=[CH:27][CH:26]=1, predict the reaction product. (6) Given the reactants [Cr](Cl)([O-])(=O)=O.[NH+]1C=CC=CC=1.[C:12]([Si:16]([CH3:41])([CH3:40])[O:17][C@H:18]1[CH2:26][CH2:25][CH2:24][C@@:23]2([CH3:27])[C@H:19]1[CH2:20][CH2:21][C@@H:22]2[C:28]1([CH2:33][CH2:34][CH2:35][C:36]([CH3:39])([OH:38])[CH3:37])[CH2:30][CH:29]1[CH2:31][OH:32])([CH3:15])([CH3:14])[CH3:13], predict the reaction product. The product is: [C:12]([Si:16]([CH3:41])([CH3:40])[O:17][C@H:18]1[CH2:26][CH2:25][CH2:24][C@@:23]2([CH3:27])[C@H:19]1[CH2:20][CH2:21][C@@H:22]2[C:28]1([CH2:33][CH2:34][CH2:35][C:36]([OH:38])([CH3:39])[CH3:37])[CH2:30][CH:29]1[CH:31]=[O:32])([CH3:15])([CH3:14])[CH3:13]. (7) Given the reactants [CH3:1][C:2]1[CH:3]=[C:4]([C:13]2[N:14]=[C:15]([NH2:18])[S:16][CH:17]=2)[CH:5]=[C:6]([O:8][C:9]([F:12])([F:11])[F:10])[CH:7]=1.[CH2:19]([O:21][C:22]([CH:24]1[CH2:29][CH2:28][N:27]([C:30]2[N:31]=[CH:32][C:33]([C:36](O)=[O:37])=[N:34][CH:35]=2)[CH2:26][CH2:25]1)=[O:23])[CH3:20].F[P-](F)(F)(F)(F)F.C(/C(=N/OC(N1CCOCC1)=[N+](C)C)/C(OCC)=O)#N.C(N(C(C)C)CC)(C)C, predict the reaction product. The product is: [CH3:1][C:2]1[CH:3]=[C:4]([C:13]2[N:14]=[C:15]([NH:18][C:36]([C:33]3[N:34]=[CH:35][C:30]([N:27]4[CH2:28][CH2:29][CH:24]([C:22]([O:21][CH2:19][CH3:20])=[O:23])[CH2:25][CH2:26]4)=[N:31][CH:32]=3)=[O:37])[S:16][CH:17]=2)[CH:5]=[C:6]([O:8][C:9]([F:10])([F:11])[F:12])[CH:7]=1.